From a dataset of Catalyst prediction with 721,799 reactions and 888 catalyst types from USPTO. Predict which catalyst facilitates the given reaction. (1) Reactant: F[C:2]1[CH:9]=[CH:8][C:5]([C:6]#[N:7])=[CH:4][CH:3]=1.[CH3:10][CH:11]1[CH2:16][CH2:15][NH:14][CH2:13][CH2:12]1. Product: [CH3:10][CH:11]1[CH2:16][CH2:15][N:14]([C:2]2[CH:9]=[CH:8][C:5]([C:6]#[N:7])=[CH:4][CH:3]=2)[CH2:13][CH2:12]1. The catalyst class is: 13. (2) Reactant: [CH3:1][C:2]([S:16][S:17][C:18]1[CH:23]=CC([N+]([O-])=O)=CN=1)([CH3:15])[CH2:3][CH2:4][C:5]([O:7][N:8]1[C:12](=[O:13])[CH2:11][CH2:10][C:9]1=[O:14])=[O:6].SCC[P:30]([CH2:53][CH2:54][O:55][C:56]1[C:57]([O:72][CH3:73])=[CH:58][C:59]2[C:65](=[O:66])[N:64]3[CH2:67][C:68](=[CH2:70])[CH2:69][C@H:63]3[CH:62]=[N:61][C:60]=2[CH:71]=1)([CH2:32][CH2:33][O:34][C:35]1[C:36]([O:51][CH3:52])=[CH:37][C:38]2[C:44](=[O:45])[N:43]3[CH2:46][C:47](=[CH2:49])[CH2:48][C@H:42]3[CH2:41][NH:40][C:39]=2[CH:50]=1)=[O:31]. Product: [CH3:73][O:72][C:57]1[C:56]([O:55][CH2:54][CH2:53][P:30]([CH2:23][CH2:18][S:17][S:16][C:2]([CH3:1])([CH3:15])[CH2:3][CH2:4][C:5]([O:7][N:8]2[C:9](=[O:14])[CH2:10][CH2:11][C:12]2=[O:13])=[O:6])([CH2:32][CH2:33][O:34][C:35]2[C:36]([O:51][CH3:52])=[CH:37][C:38]3[C:44](=[O:45])[N:43]4[CH2:46][C:47](=[CH2:49])[CH2:48][C@H:42]4[CH:41]=[N:40][C:39]=3[CH:50]=2)=[O:31])=[CH:71][C:60]2[NH:61][CH2:62][C@@H:63]3[CH2:69][C:68](=[CH2:70])[CH2:67][N:64]3[C:65](=[O:66])[C:59]=2[CH:58]=1. The catalyst class is: 44. (3) Reactant: [CH3:1][C:2]1[CH:3]=[C:4]([NH:18][C:19]2[N:24]=[C:23]([C:25]([F:28])([F:27])[F:26])[CH:22]=[CH:21][N:20]=2)[CH:5]=[C:6]([C:8]2[S:12][C:11]([C:13]3[CH:14]=[N:15][NH:16][CH:17]=3)=[N:10][CH:9]=2)[CH:7]=1.[H-].[Na+].Br[CH2:32][CH2:33][OH:34]. Product: [CH3:1][C:2]1[CH:7]=[C:6]([C:8]2[S:12][C:11]([C:13]3[CH:17]=[N:16][N:15]([CH2:32][CH2:33][OH:34])[CH:14]=3)=[N:10][CH:9]=2)[CH:5]=[C:4]([NH:18][C:19]2[N:24]=[C:23]([C:25]([F:28])([F:26])[F:27])[CH:22]=[CH:21][N:20]=2)[CH:3]=1. The catalyst class is: 3. (4) Product: [CH2:3]([O:7][C:8]1[CH:31]=[C:30]([O:32][CH2:33][CH:34]([CH3:36])[CH3:35])[CH:29]=[CH:28][C:9]=1[C:10]([C:12]1[CH:13]=[CH:14][C:15]([O:23][CH2:24][CH:25]([CH3:27])[CH3:26])=[C:16]([CH2:18][CH2:19][C:20]([O:22][CH3:37])=[O:21])[CH:17]=1)=[O:11])[CH:4]([CH3:6])[CH3:5]. The catalyst class is: 255. Reactant: IC.[CH2:3]([O:7][C:8]1[CH:31]=[C:30]([O:32][CH2:33][CH:34]([CH3:36])[CH3:35])[CH:29]=[CH:28][C:9]=1[C:10]([C:12]1[CH:13]=[CH:14][C:15]([O:23][CH2:24][CH:25]([CH3:27])[CH3:26])=[C:16]([CH2:18][CH2:19][C:20]([OH:22])=[O:21])[CH:17]=1)=[O:11])[CH:4]([CH3:6])[CH3:5].[C:37](=O)([O-])[O-].[K+].[K+].Cl.